This data is from Reaction yield outcomes from USPTO patents with 853,638 reactions. The task is: Predict the reaction yield, written as a fraction of the theoretical maximum amount of product (1.0 means a 100% yield; for example, 0.34 means a 34% yield). (1) The reactants are Cl[C:2]1[C:11]2[C:6](=[CH:7][C:8]([O:14][CH3:15])=[C:9]([O:12][CH3:13])[CH:10]=2)[N:5]=[CH:4][CH:3]=1.[CH:16]1[CH:21]=[C:20]2[CH:22]=[CH:23][CH:24]=[C:25]([NH:26][C:27]([C:29]3[C:38]([OH:39])=[CH:37][C:36]4[C:31](=[CH:32][CH:33]=[CH:34][CH:35]=4)[CH:30]=3)=[O:28])[C:19]2=[CH:18][CH:17]=1.O. The catalyst is CN(C)C1C=CN=CC=1.ClC1C=CC=CC=1. The product is [C:25]1([NH:26][C:27]([C:29]2[C:38]([O:39][C:2]3[C:11]4[C:6](=[CH:7][C:8]([O:14][CH3:15])=[C:9]([O:12][CH3:13])[CH:10]=4)[N:5]=[CH:4][CH:3]=3)=[CH:37][C:36]3[C:31](=[CH:32][CH:33]=[CH:34][CH:35]=3)[CH:30]=2)=[O:28])[C:19]2[C:20](=[CH:21][CH:16]=[CH:17][CH:18]=2)[CH:22]=[CH:23][CH:24]=1. The yield is 0.170. (2) The yield is 0.940. The product is [Cl:20][C:21]1[N:22]=[C:23]([C:35]2[S:36][C:32]([Cl:31])=[CH:33][CH:34]=2)[C:24]2[S:29][CH:28]=[CH:27][C:25]=2[N:26]=1. The reactants are C1C=CC(P(C2C=CC=CC=2)C2C=CC=CC=2)=CC=1.[Cl:20][C:21]1[N:22]=[C:23](Cl)[C:24]2[S:29][CH:28]=[CH:27][C:25]=2[N:26]=1.[Cl:31][C:32]1[S:36][C:35](B(O)O)=[CH:34][CH:33]=1.C([O-])(O)=O.[Na+]. The catalyst is C1COCC1.O.CC([O-])=O.CC([O-])=O.[Pd+2]. (3) The reactants are [Br:1][C:2]1[CH:7]=[C:6]([CH2:8]Br)[CH:5]=[CH:4][C:3]=1[O:10][C:11]1[CH:16]=[CH:15][C:14]([F:17])=[CH:13][C:12]=1[F:18].[CH3:19][S-:20].[Na+]. The catalyst is CN(C)C=O. The product is [Br:1][C:2]1[CH:7]=[C:6]([CH:5]=[CH:4][C:3]=1[O:10][C:11]1[CH:16]=[CH:15][C:14]([F:17])=[CH:13][C:12]=1[F:18])[CH2:8][S:20][CH3:19]. The yield is 1.00. (4) The reactants are [CH:1]1[C:10]2[CH2:9][CH2:8][CH2:7][CH2:6][C:5]=2[CH:4]=[CH:3][C:2]=1[OH:11].Cl[C:13]1[C:18]([CH3:19])=[CH:17][C:16]([N+:20]([O-:22])=[O:21])=[C:15]([CH3:23])[CH:14]=1.C(=O)([O-])[O-].[K+].[K+]. The catalyst is CN(C)C=O. The product is [CH:1]1[C:10]2[CH2:9][CH2:8][CH2:7][CH2:6][C:5]=2[CH:4]=[CH:3][C:2]=1[O:11][C:13]1[C:18]([CH3:19])=[CH:17][C:16]([N+:20]([O-:22])=[O:21])=[C:15]([CH3:23])[CH:14]=1. The yield is 0.700.